The task is: Predict the reactants needed to synthesize the given product.. This data is from Retrosynthesis with 50K atom-mapped reactions and 10 reaction types from USPTO. (1) Given the product CCCCCCc1cc2ccccc2n1C, predict the reactants needed to synthesize it. The reactants are: CCCCCCc1cc2ccccc2[nH]1.CI. (2) Given the product C=C(c1cc(Cl)c(OC(F)F)c(Cl)c1)C(F)(F)F, predict the reactants needed to synthesize it. The reactants are: C=C([Zn+])C(F)(F)F.FC(F)Oc1c(Cl)cc(Br)cc1Cl. (3) Given the product COc1cc(N2CCC(C(=O)N(C)OC)CC2)ccc1Cl, predict the reactants needed to synthesize it. The reactants are: CNOC.COc1cc(N2CCC(C(=O)O)CC2)ccc1Cl. (4) Given the product CS(=O)(=O)Oc1cccc2c1CC2, predict the reactants needed to synthesize it. The reactants are: CS(=O)(=O)Cl.Oc1cccc2c1CC2. (5) Given the product C[C@H](NCc1ccc(OCc2cccc(F)c2)cc1)C(N)=O, predict the reactants needed to synthesize it. The reactants are: C[C@H](N=Cc1ccc(OCc2cccc(F)c2)cc1)C(N)=O. (6) Given the product CCOc1ccccc1-c1cccc(COc2ccc(CCC(=O)OC)cc2)c1, predict the reactants needed to synthesize it. The reactants are: CCOc1ccccc1B(O)O.COC(=O)CCc1ccc(OCc2cccc(Br)c2)cc1. (7) Given the product CN1CCN([C@H]2CC[C@H](n3nc(-c4ccc(Nc5nc6ccccc6o5)cc4)c4c(N)ncnc43)CC2)CC1, predict the reactants needed to synthesize it. The reactants are: CN1CCN([C@H]2CC[C@@H](n3nc(-c4ccc(Nc5nc6ccccc6o5)c(F)c4)c4c(N)ncnc43)CC2)CC1.